Task: Predict the reaction yield, written as a fraction of the theoretical maximum amount of product (1.0 means a 100% yield; for example, 0.34 means a 34% yield).. Dataset: Reaction yield outcomes from USPTO patents with 853,638 reactions (1) The reactants are [C:1]([C:3]1[CH:8]=[CH:7][C:6]([S:9]([NH2:12])(=[O:11])=[O:10])=[CH:5][CH:4]=1)#[CH:2].[C:13](Cl)([C:30]1[CH:35]=[CH:34][CH:33]=[CH:32][CH:31]=1)([C:22]1[CH:29]=[CH:28][C:25]([O:26][CH3:27])=[CH:24][CH:23]=1)[C:14]1[CH:21]=[CH:20][C:17]([O:18][CH3:19])=[CH:16][CH:15]=1. The catalyst is C(Cl)Cl. The product is [CH3:27][O:26][C:25]1[CH:24]=[CH:23][C:22]([C:13]([C:14]2[CH:15]=[CH:16][C:17]([O:18][CH3:19])=[CH:20][CH:21]=2)([C:30]2[CH:35]=[CH:34][CH:33]=[CH:32][CH:31]=2)[NH:12][S:9]([C:6]2[CH:5]=[CH:4][C:3]([C:1]#[CH:2])=[CH:8][CH:7]=2)(=[O:10])=[O:11])=[CH:29][CH:28]=1. The yield is 0.990. (2) The reactants are [OH-:1].[Na+].OO.[CH2:5]([NH:7][C:8]1[CH:15]=[C:14]([C:16]2[N:17]=[CH:18][CH:19]=[C:20]3[C:25]=2[N:24]=[CH:23][CH:22]=[C:21]3[N:26]2[CH:30]=[C:29]([C:31]3[CH:32]=[N:33][N:34]([CH3:36])[CH:35]=3)[N:28]=[CH:27]2)[CH:13]=[CH:12][C:9]=1[C:10]#[N:11])[CH3:6].O. The catalyst is CS(C)=O. The product is [CH2:5]([NH:7][C:8]1[CH:15]=[C:14]([C:16]2[N:17]=[CH:18][CH:19]=[C:20]3[C:25]=2[N:24]=[CH:23][CH:22]=[C:21]3[N:26]2[CH:30]=[C:29]([C:31]3[CH:32]=[N:33][N:34]([CH3:36])[CH:35]=3)[N:28]=[CH:27]2)[CH:13]=[CH:12][C:9]=1[C:10]([NH2:11])=[O:1])[CH3:6]. The yield is 0.0400. (3) The reactants are O=C([C@@:6]([CH2:34][CH2:35][C:36]1[CH:41]=[CH:40][CH:39]=[CH:38][CH:37]=1)([O:18][C:19](=[O:33])[CH2:20][CH2:21][CH2:22][CH2:23][CH2:24][CH2:25][CH2:26][CH2:27][CH2:28][CH2:29][CH2:30][CH2:31][CH3:32])[CH2:7][CH2:8][CH2:9][CH2:10][CH2:11][CH2:12][CH2:13][CH2:14][CH2:15][CH2:16][CH3:17])C([O-])=O.[C:42]([OH:45])(=[O:44])C. The catalyst is [Zn]. The product is [CH2:35]([C@H:34]([CH:6]([O:18][C:19](=[O:33])[CH2:20][CH2:21][CH2:22][CH2:23][CH2:24][CH2:25][CH2:26][CH2:27][CH2:28][CH2:29][CH2:30][CH2:31][CH3:32])[CH2:7][CH2:8][CH2:9][CH2:10][CH2:11][CH2:12][CH2:13][CH2:14][CH2:15][CH2:16][CH3:17])[C:42]([OH:45])=[O:44])[C:36]1[CH:37]=[CH:38][CH:39]=[CH:40][CH:41]=1. The yield is 0.860.